Task: Binary Classification. Given a miRNA mature sequence and a target amino acid sequence, predict their likelihood of interaction.. Dataset: Experimentally validated miRNA-target interactions with 360,000+ pairs, plus equal number of negative samples (1) The miRNA is mmu-miR-20a-5p with sequence UAAAGUGCUUAUAGUGCAGGUAG. The protein sequence of the target gene is MASFTVKAYLLGKEEATREIRRFSFCFSPEPEAEAQAAAGPGPCERLLSRVAVLFPTLRPGGFQAHYRDEDGDLVAFSSDEELTMAMSYVKDDIFRIYIKEKKECRREHRPPCAQEAPRNMVHPNVICDGCNGPVVGTRYKCSVCPDYDLCSVCEGKGLHREHSKLIFPNPFGHLSDSFSHSRWLRKLKHGHFGWPGWEMGPPGNWSPRPPRAGDGRPCPTAESASAPPEDPNVNFLKNVGESVAAALSPLGIEVDIDVEHGGKRSRLTPTTPESSSTGTEDKSNTQPSSCSSEVSKPDG.... Result: 1 (interaction). (2) The protein sequence of the target gene is MERLRDVRERLQAWERAFRRQRGRRPSQDDVEAAPEETRALYREYRTLKRTTGQAGGGLRSSESLPAAAEEAPEPRCWGPHLNRAATKSPQSTPGRSRQGSVPDYGQRLKANLKGTLQAGPALGRRPWPLGRASSKASTPKPPGTGPVPSFAEKVSDEPPQLPEPQPRPGRLQHLQASLSQRLGSLDPGWLQRCHSEVPDFLGAPKACRPDLGSEESQLLIPGESAVLGPGAGSQGPEASAFQEVSIRVGSPQPSSSGGEKRRWNEEPWESPAQVQQESSQAGPPSEGAGAVAVEEDPPG.... Result: 0 (no interaction). The miRNA is hsa-miR-6506-5p with sequence ACUGGGAUGUCACUGAAUAUGGU. (3) The miRNA is mmu-miR-30a-5p with sequence UGUAAACAUCCUCGACUGGAAG. The protein sequence of the target gene is MASVHESLYFNPMMTNGVVHANVFGIKDWVTPYKIAVLVLLNEMSRTGEGAVSLMERRRLNQLLLPLLQGPDITLSKLYKLIEESCPQLANSVQIRIKLMAEGELKDMEQFFDDLSDSFSGTEPEVHKTSVVGLFLRHMILAYSKLSFSQVFKLYTALQQYFQNGEKKTVEDADMELTSRDEGERKMEKEELDVSVREEEVSCSGPLSQKQAEFFLSQQASLLKNDETKALTPASLQKELNNLLKFNPDFAEAHYLSYLNNLRVQDVFSSTHSLLHYFDRLILTGAESKSNGEEGYGRSL.... Result: 0 (no interaction).